Dataset: Reaction yield outcomes from USPTO patents with 853,638 reactions. Task: Predict the reaction yield, written as a fraction of the theoretical maximum amount of product (1.0 means a 100% yield; for example, 0.34 means a 34% yield). (1) The reactants are C([O:3][C:4]([C:6]1[S:7][C:8]([C:22]([O:24]CC)=[O:23])=[CH:9][C:10]=1[NH:11][C:12]([NH:14][CH2:15][C:16]1[CH:21]=[CH:20][CH:19]=[CH:18][CH:17]=1)=[O:13])=O)C.[O-]CC.[Na+].[OH-].[Li+]. The catalyst is C(O)C.Cl. The product is [CH2:15]([N:14]1[C:4](=[O:3])[C:6]2[S:7][C:8]([C:22]([OH:24])=[O:23])=[CH:9][C:10]=2[NH:11][C:12]1=[O:13])[C:16]1[CH:21]=[CH:20][CH:19]=[CH:18][CH:17]=1. The yield is 0.710. (2) The yield is 0.730. The product is [OH:12][C:9]1[CH:8]=[CH:7][C:6]([C:4]2([CH2:13][C:14]([O:16][CH2:17][CH3:18])=[O:15])[CH2:3][C:2](=[O:1])[CH2:5]2)=[CH:11][CH:10]=1. The catalyst is C(Cl)Cl.CS(C)=O. The reactants are [OH:1][CH:2]1[CH2:5][C:4]([CH2:13][C:14]([O:16][CH2:17][CH3:18])=[O:15])([C:6]2[CH:11]=[CH:10][C:9]([OH:12])=[CH:8][CH:7]=2)[CH2:3]1.CCN(C(C)C)C(C)C. (3) The reactants are [I:1][C:2]1[C:11]2[C:6](=[CH:7][CH:8]=[C:9]([O:12][CH3:13])[CH:10]=2)[C:5](O)=[N:4][CH:3]=1.O=P(Cl)(Cl)[Cl:17]. No catalyst specified. The product is [Cl:17][C:5]1[C:6]2[C:11](=[CH:10][C:9]([O:12][CH3:13])=[CH:8][CH:7]=2)[C:2]([I:1])=[CH:3][N:4]=1. The yield is 0.612. (4) The reactants are [CH2:1]([O:8][C:9]1[CH:17]=[C:16]2[C:12]([C:13]([C:18](=[O:20])[CH3:19])=[CH:14][NH:15]2)=[CH:11][CH:10]=1)[C:2]1[CH:7]=[CH:6][CH:5]=[CH:4][CH:3]=1.C(=O)([O-])[O-].[K+].[K+].Br[CH2:28][C:29]([O:31][C:32]([CH3:35])([CH3:34])[CH3:33])=[O:30].O. The yield is 0.720. The catalyst is C(#N)C. The product is [C:18]([C:13]1[C:12]2[C:16](=[CH:17][C:9]([O:8][CH2:1][C:2]3[CH:3]=[CH:4][CH:5]=[CH:6][CH:7]=3)=[CH:10][CH:11]=2)[N:15]([CH2:28][C:29]([O:31][C:32]([CH3:35])([CH3:34])[CH3:33])=[O:30])[CH:14]=1)(=[O:20])[CH3:19]. (5) The reactants are O.[OH-].[Li+].BrC1C=CC(C([O:11][C@H:12]2[C:16]3[N:17]=[CH:18][N:19]=[C:20]([N:21]4[CH2:26][CH2:25][N:24]([C:27]([O:29][C:30]([CH3:33])([CH3:32])[CH3:31])=[O:28])[CH2:23][CH2:22]4)[C:15]=3[C@H:14]([CH3:34])[CH2:13]2)=O)=CC=1.O. The catalyst is C1COCC1. The product is [OH:11][C@H:12]1[C:16]2[N:17]=[CH:18][N:19]=[C:20]([N:21]3[CH2:26][CH2:25][N:24]([C:27]([O:29][C:30]([CH3:33])([CH3:32])[CH3:31])=[O:28])[CH2:23][CH2:22]3)[C:15]=2[C@H:14]([CH3:34])[CH2:13]1. The yield is 1.00. (6) The reactants are [Cl-].O[NH3+:3].[C:4](=[O:7])([O-])[OH:5].[Na+].CS(C)=O.[CH2:13]([C:17]1[N:18]=[C:19]([CH3:48])[N:20]([C:39]2[CH:44]=[CH:43][CH:42]=[C:41]([CH:45]([CH3:47])[CH3:46])[CH:40]=2)[C:21](=[O:38])[C:22]=1[CH2:23][C:24]1[CH:29]=[CH:28][C:27]([C:30]2[C:31]([C:36]#[N:37])=[CH:32][CH:33]=[CH:34][CH:35]=2)=[CH:26][CH:25]=1)[CH2:14][CH2:15][CH3:16]. The catalyst is O.C(OCC)(=O)C. The product is [CH2:13]([C:17]1[N:18]=[C:19]([CH3:48])[N:20]([C:39]2[CH:44]=[CH:43][CH:42]=[C:41]([CH:45]([CH3:47])[CH3:46])[CH:40]=2)[C:21](=[O:38])[C:22]=1[CH2:23][C:24]1[CH:29]=[CH:28][C:27]([C:30]2[CH:35]=[CH:34][CH:33]=[CH:32][C:31]=2[C:36]2[NH:3][C:4](=[O:7])[O:5][N:37]=2)=[CH:26][CH:25]=1)[CH2:14][CH2:15][CH3:16]. The yield is 0.570.